From a dataset of hERG Central: cardiac toxicity at 1µM, 10µM, and general inhibition. Predict hERG channel inhibition at various concentrations. (1) The compound is Cc1nc2c(-c3ccc(F)cc3)c(C)nn2c(C)c1CCC(=O)NC(C)CCc1ccco1. Results: hERG_inhib (hERG inhibition (general)): blocker. (2) Results: hERG_inhib (hERG inhibition (general)): blocker. The compound is C#Cc1ccc(CN2CCN(CCc3ccccc3)C(CCO)C2)cc1. (3) Results: hERG_inhib (hERG inhibition (general)): blocker. The molecule is Cc1cccc(OCC(O)CN2CCN(C3CCCCC3)CC2)c1.Cl. (4) Results: hERG_inhib (hERG inhibition (general)): blocker. The compound is CC(C)c1ccc(S(=O)(=O)N2CCN(C(=O)C3CCN(C(=O)c4ccc(F)cc4)CC3)CC2)cc1. (5) The drug is O=C(CN1CCN(C(=O)c2ccccc2F)CC1)Nc1ccc(Br)cc1. Results: hERG_inhib (hERG inhibition (general)): blocker. (6) The compound is COc1cccc2c3c(c(C)nc12)CCN3c1ccccc1. Results: hERG_inhib (hERG inhibition (general)): blocker.